Binary Classification. Given a drug SMILES string, predict its activity (active/inactive) in a high-throughput screening assay against a specified biological target. From a dataset of Tyrosyl-DNA phosphodiesterase HTS with 341,365 compounds. The drug is O1C2C3C(C1CC2)C(=O)N(NC(=O)c1occc1)C3=O. The result is 0 (inactive).